This data is from Catalyst prediction with 721,799 reactions and 888 catalyst types from USPTO. The task is: Predict which catalyst facilitates the given reaction. (1) Reactant: [CH3:1][CH:2]1[C:14]2[C:13]3[C:8](=[CH:9][CH:10]=[C:11]([C:15]([OH:17])=[O:16])[CH:12]=3)[NH:7][C:6]=2[C:5](=[O:18])[NH:4][CH2:3]1.C(C1C(=O)C(Cl)=C(Cl)C(=O)C=1C#N)#N. Product: [CH3:1][C:2]1[C:14]2[C:13]3[C:8](=[CH:9][CH:10]=[C:11]([C:15]([OH:17])=[O:16])[CH:12]=3)[NH:7][C:6]=2[C:5](=[O:18])[NH:4][CH:3]=1. The catalyst class is: 38. (2) Reactant: CC(OC(/N=N/C(OC(C)C)=O)=O)C.[OH:15][C:16]1[CH:21]=[CH:20][C:19]([C:22]2[CH2:27][CH2:26][N:25](C(OCC3C=CC=CC=3)=O)[CH2:24][CH:23]=2)=[CH:18][CH:17]=1.O[CH2:39][CH2:40][CH2:41][N:42]1[CH2:47][CH2:46][N:45]([C:48]([O:50][C:51]([CH3:54])([CH3:53])[CH3:52])=[O:49])[CH2:44][CH2:43]1.C1(P(C2C=CC=CC=2)C2C=CC=CC=2)C=CC=CC=1. Product: [NH:25]1[CH2:24][CH2:23][CH:22]([C:19]2[CH:18]=[CH:17][C:16]([O:15][CH2:39][CH2:40][CH2:41][N:42]3[CH2:47][CH2:46][N:45]([C:48]([O:50][C:51]([CH3:52])([CH3:54])[CH3:53])=[O:49])[CH2:44][CH2:43]3)=[CH:21][CH:20]=2)[CH2:27][CH2:26]1. The catalyst class is: 123. (3) The catalyst class is: 111. Product: [F:51][C:2]([F:1])([F:50])[C:3]1[CH:4]=[C:5]([CH:43]=[C:44]([C:46]([F:48])([F:47])[F:49])[CH:45]=1)[CH2:6][N:7]([CH2:20][C:21]1[C:22]([C:32]2[CH:37]=[C:36]([CH:38]([CH3:40])[CH3:39])[CH:35]=[CH:34][C:33]=2[O:41][CH3:42])=[N:23][C:24]2[C:29]([CH:30]=1)=[CH:28][CH:27]=[CH:26][C:25]=2[CH3:31])[C:8]1[N:9]=[CH:10][C:11]([CH:14]=[CH:15][C:16]([OH:18])=[O:17])=[CH:12][N:13]=1. Reactant: [F:1][C:2]([F:51])([F:50])[C:3]1[CH:4]=[C:5]([CH:43]=[C:44]([C:46]([F:49])([F:48])[F:47])[CH:45]=1)[CH2:6][N:7]([CH2:20][C:21]1[C:22]([C:32]2[CH:37]=[C:36]([CH:38]([CH3:40])[CH3:39])[CH:35]=[CH:34][C:33]=2[O:41][CH3:42])=[N:23][C:24]2[C:29]([CH:30]=1)=[CH:28][CH:27]=[CH:26][C:25]=2[CH3:31])[C:8]1[N:13]=[CH:12][C:11]([CH:14]=[CH:15][C:16]([O:18]C)=[O:17])=[CH:10][N:9]=1.[OH-].[Na+].C(O)(=O)CC(CC(O)=O)(C(O)=O)O. (4) Reactant: FC(F)(F)C(O)=O.[Cl:8][C:9]1[CH:10]=[C:11]([C:29]2[CH:34]=[CH:33][C:32]([C:35]([OH:37])=O)=[CH:31][CH:30]=2)[CH:12]=[C:13]([Cl:28])[C:14]=1[CH2:15][C@@H:16]1[CH2:20][CH2:19][N:18]([N:21]2[CH2:26][CH2:25][O:24][CH2:23][CH2:22]2)[C:17]1=[O:27].C(N1C=CN=C1)(N1C=CN=C1)=O.Cl.[F:51][C:52]([F:60])([F:59])[CH:53]1[CH2:58][CH2:57][NH:56][CH2:55][CH2:54]1.C(N(C(C)C)CC)(C)C. Product: [Cl:8][C:9]1[CH:10]=[C:11]([C:29]2[CH:30]=[CH:31][C:32]([C:35]([N:56]3[CH2:57][CH2:58][CH:53]([C:52]([F:60])([F:59])[F:51])[CH2:54][CH2:55]3)=[O:37])=[CH:33][CH:34]=2)[CH:12]=[C:13]([Cl:28])[C:14]=1[CH2:15][C@@H:16]1[CH2:20][CH2:19][N:18]([N:21]2[CH2:26][CH2:25][O:24][CH2:23][CH2:22]2)[C:17]1=[O:27]. The catalyst class is: 124. (5) Reactant: [C:1]([C:4]1[CH:14]=[CH:13][C:7]([O:8][CH2:9][C:10]([OH:12])=[O:11])=[CH:6][CH:5]=1)(=[O:3])[CH3:2].[Br:15]Br. Product: [Br:15][CH2:2][C:1]([C:4]1[CH:14]=[CH:13][C:7]([O:8][CH2:9][C:10]([OH:12])=[O:11])=[CH:6][CH:5]=1)=[O:3]. The catalyst class is: 15. (6) Reactant: [Cu]C#N.[CH3:4][Li].[CH3:6][C@@H:7]([CH2:16][C@@H:17]([CH3:22])[CH2:18][CH:19]([CH3:21])[CH3:20])[CH2:8][C@@H:9]([C@H:11]1[O:13][C@@H:12]1[CH2:14][OH:15])[CH3:10]. Product: [CH3:4][C@H:12]([C@H:11]([OH:13])[C@@H:9]([CH3:10])[CH2:8][C@@H:7]([CH3:6])[CH2:16][C@@H:17]([CH3:22])[CH2:18][CH:19]([CH3:21])[CH3:20])[CH2:14][OH:15]. The catalyst class is: 27.